From a dataset of Cav3 T-type calcium channel HTS with 100,875 compounds. Binary Classification. Given a drug SMILES string, predict its activity (active/inactive) in a high-throughput screening assay against a specified biological target. (1) The molecule is S(CC1OC(=O)C(C1)(CCC(C)C)C(OCC)=O)c1[nH]c2c(n1)cccc2. The result is 0 (inactive). (2) The molecule is O1c2c(OC1)ccc(c2)C(=O)Nc1ccccc1. The result is 0 (inactive). (3) The compound is S(C(C(=O)Nc1c(n(n(c1=O)c1ccccc1)C)C)C)c1oc(nn1)c1ccccc1. The result is 0 (inactive). (4) The compound is s1c(NC(=O)C2C(CCCC2)C(O)=O)nc(c1)C. The result is 0 (inactive). (5) The drug is s1c2nc(cc(c2c2[nH]c(SCc3ccccc3)nc(=O)c12)C)C. The result is 0 (inactive). (6) The molecule is s1c(C(=O)NC2CCN(CC2)C(OCC)=O)cc2c1n(nc2c1c(F)cccc1)C. The result is 0 (inactive). (7) The molecule is O1c2cc(CNc3n4c(nc3c3ccc(cc3)C)cccc4)ccc2OC1. The result is 1 (active). (8) The drug is Fc1c(NC(=O)C2C(CCCC2)C(O)=O)cccc1. The result is 0 (inactive). (9) The compound is O=C(Nc1ccccc1)CN1C2CC(NC(=O)c3occc3)CC1CCC2. The result is 0 (inactive). (10) The compound is Clc1ccc(C(=O)c2n3CCCc3c(c2N)C#N)cc1. The result is 0 (inactive).